This data is from Reaction yield outcomes from USPTO patents with 853,638 reactions. The task is: Predict the reaction yield, written as a fraction of the theoretical maximum amount of product (1.0 means a 100% yield; for example, 0.34 means a 34% yield). (1) The reactants are C1(P(=O)(C2C=CC=CC=2)C2C=CC=CC=2)C=CC=CC=1.FC(F)(F)S(OS(C(F)(F)F)(=O)=O)(=O)=O.C([S:43][C:44]([C:69]#[N:70])([CH3:68])[CH2:45][NH:46][C:47]([C:49]1[NH:50][C:51]2[C:56]([CH:57]=1)=[CH:55][CH:54]=[CH:53][C:52]=2[N:58]([CH3:67])[S:59]([C:62]1[S:63][CH:64]=[CH:65][CH:66]=1)(=[O:61])=[O:60])=O)C1C=CC=CC=1.C(=O)([O-])O.[Na+]. The catalyst is C(#N)C. The product is [C:69]([C:44]1([CH3:68])[S:43][C:47]([C:49]2[NH:50][C:51]3[C:56]([CH:57]=2)=[CH:55][CH:54]=[CH:53][C:52]=3[N:58]([CH3:67])[S:59]([C:62]2[S:63][CH:64]=[CH:65][CH:66]=2)(=[O:61])=[O:60])=[N:46][CH2:45]1)#[N:70]. The yield is 0.790. (2) The product is [CH2:18]([O:17][C:15]([NH:14][C@@H:4]([CH2:5][C:6]1[C:7]([F:13])=[CH:8][CH:9]=[CH:10][C:11]=1[F:12])[C:3]([OH:25])=[O:2])=[O:16])[C:19]1[CH:20]=[CH:21][CH:22]=[CH:23][CH:24]=1. The reactants are C[O:2][C:3](=[O:25])[C@@H:4]([NH:14][C:15]([O:17][CH2:18][C:19]1[CH:24]=[CH:23][CH:22]=[CH:21][CH:20]=1)=[O:16])[CH2:5][C:6]1[C:11]([F:12])=[CH:10][CH:9]=[CH:8][C:7]=1[F:13].[OH-].[Na+]. The catalyst is CO. The yield is 0.940. (3) The reactants are [Cl:1][C:2]1[CH:3]=[C:4]([CH:7]=[CH:8][C:9]=1[OH:10])[CH:5]=[O:6].[CH:11]1[CH:16]=[CH:15][C:14]([CH2:17]Br)=[CH:13][CH:12]=1.C([O-])([O-])=O.[K+].[K+].O. The catalyst is CC#N. The product is [CH2:17]([O:10][C:9]1[CH:8]=[CH:7][C:4]([CH:5]=[O:6])=[CH:3][C:2]=1[Cl:1])[C:14]1[CH:15]=[CH:16][CH:11]=[CH:12][CH:13]=1. The yield is 0.950. (4) The reactants are [CH3:1][O:2][C:3](=[O:12])[CH2:4][C:5]1[CH:6]=[N:7][CH:8]=[C:9](Br)[CH:10]=1.C1(P(C2CCCCC2)C2C=CC=CC=2C2C(OC)=CC=CC=2OC)CCCCC1.P([O-])([O-])([O-])=O.[K+].[K+].[K+].[CH2:50]([C:52]([C:75]1[CH:80]=[CH:79][C:78](B2OC(C)(C)C(C)(C)O2)=[C:77]([CH3:90])[CH:76]=1)([C:55]1[CH:60]=[CH:59][C:58]([C:61]#[C:62][C:63]2([O:69][Si:70]([CH3:73])([CH3:72])[CH3:71])[CH2:68][CH2:67][S:66][CH2:65][CH2:64]2)=[C:57]([CH3:74])[CH:56]=1)[CH2:53][CH3:54])[CH3:51]. The catalyst is C1(C)C=CC=CC=1.C([O-])(=O)C.[Pd+2].C([O-])(=O)C.O. The product is [CH3:1][O:2][C:3](=[O:12])[CH2:4][C:5]1[CH:6]=[N:7][CH:8]=[C:9]([C:78]2[CH:79]=[CH:80][C:75]([C:52]([CH2:53][CH3:54])([C:55]3[CH:60]=[CH:59][C:58]([C:61]#[C:62][C:63]4([O:69][Si:70]([CH3:71])([CH3:73])[CH3:72])[CH2:68][CH2:67][S:66][CH2:65][CH2:64]4)=[C:57]([CH3:74])[CH:56]=3)[CH2:50][CH3:51])=[CH:76][C:77]=2[CH3:90])[CH:10]=1. The yield is 0.790. (5) The reactants are [H-].[Al+3].[Li+].[H-].[H-].[H-].C[O:8][C:9]([C:11]1[C:12]([C:24]2[CH:29]=[CH:28][C:27]([O:30][CH2:31][O:32][CH3:33])=[CH:26][C:25]=2[O:34][CH3:35])=[CH:13][CH:14]=[C:15]2[C:20]=1[NH:19][C:18](=[O:21])[C:17]([CH3:23])([CH3:22])[NH:16]2)=O.Cl. The catalyst is O1CCCC1.O.C(OCC)(=O)C. The product is [OH:8][CH2:9][C:11]1[C:12]([C:24]2[CH:29]=[CH:28][C:27]([O:30][CH2:31][O:32][CH3:33])=[CH:26][C:25]=2[O:34][CH3:35])=[CH:13][CH:14]=[C:15]2[C:20]=1[NH:19][C:18](=[O:21])[C:17]([CH3:22])([CH3:23])[NH:16]2. The yield is 0.410. (6) The product is [ClH:1].[ClH:1].[CH3:15][O:16][C:17]1[CH:18]=[CH:19][C:20]([NH:23][C:24]([N:26]2[CH2:31][CH2:30][NH:29][CH2:28][CH:27]2[CH2:39][NH:40][C:41]2[CH:42]=[N:43][CH:44]=[CH:45][CH:46]=2)=[O:25])=[CH:21][CH:22]=1. The catalyst is CO. The yield is 0.820. The reactants are [ClH:1].O1CCOCC1.OC(C(F)(F)F)=O.[CH3:15][O:16][C:17]1[CH:22]=[CH:21][C:20]([NH:23][C:24]([N:26]2[CH2:31][CH2:30][N:29](C(OC(C)(C)C)=O)[CH2:28][CH:27]2[CH2:39][NH:40][C:41]2[CH:42]=[N:43][CH:44]=[CH:45][CH:46]=2)=[O:25])=[CH:19][CH:18]=1. (7) The reactants are [NH2:1][C:2](=[N:27][OH:28])[CH2:3][CH2:4][CH2:5][C:6]([NH:8][CH2:9][C:10]1([C:16]2[S:17][CH:18]=[C:19]([C:21]3[CH:26]=[CH:25][CH:24]=[CH:23][CH:22]=3)[N:20]=2)[CH2:15][CH2:14][O:13][CH2:12][CH2:11]1)=[O:7].[F:29][C:30]([F:41])([F:40])[C:31](O[C:31](=O)[C:30]([F:41])([F:40])[F:29])=O. The catalyst is N1C=CC=CC=1.CCOC(C)=O. The product is [C:21]1([C:19]2[N:20]=[C:16]([C:10]3([CH2:9][NH:8][C:6](=[O:7])[CH2:5][CH2:4][CH2:3][C:2]4[N:1]=[C:31]([C:30]([F:41])([F:40])[F:29])[O:28][N:27]=4)[CH2:15][CH2:14][O:13][CH2:12][CH2:11]3)[S:17][CH:18]=2)[CH:26]=[CH:25][CH:24]=[CH:23][CH:22]=1. The yield is 0.280. (8) The reactants are [CH3:1][C:2]([CH3:39])([CH3:38])[C:3](=O)[CH2:4][N:5]1[C:10](=[O:11])[C:9]([CH2:12][C:13]2[CH:18]=[CH:17][C:16]([C:19]3[CH:24]=[CH:23][CH:22]=[CH:21][C:20]=3[C:25]3[NH:29][C:28](=[O:30])[O:27][N:26]=3)=[CH:15][CH:14]=2)=[C:8]([CH2:31][CH2:32][CH3:33])[N:7]2[N:34]=[CH:35][N:36]=[C:6]12.Cl.[NH2:41][O:42][CH3:43].N1C=CC=CC=1.Cl. The catalyst is O.C(OCC)(=O)C. The product is [CH3:43][O:42]/[N:41]=[C:3](/[C:2]([CH3:1])([CH3:39])[CH3:38])\[CH2:4][N:5]1[C:10](=[O:11])[C:9]([CH2:12][C:13]2[CH:14]=[CH:15][C:16]([C:19]3[CH:24]=[CH:23][CH:22]=[CH:21][C:20]=3[C:25]3[NH:29][C:28](=[O:30])[O:27][N:26]=3)=[CH:17][CH:18]=2)=[C:8]([CH2:31][CH2:32][CH3:33])[N:7]2[N:34]=[CH:35][N:36]=[C:6]12. The yield is 0.210. (9) The reactants are [NH2:1][C:2]1[N:7]=[N:6][C:5]([N:8]2[CH2:13][CH2:12][N:11]([C:14]([C:16]3[CH:21]=[CH:20][CH:19]=[CH:18][C:17]=3[C:22]([F:25])([F:24])[F:23])=[O:15])[CH2:10][CH2:9]2)=[CH:4][CH:3]=1.[O:26]([CH2:33][C:34](Cl)=[O:35])[C:27]1[CH:32]=[CH:31][CH:30]=[CH:29][CH:28]=1.C(N(CC)CC)C.O. The catalyst is ClCCl. The product is [O:26]([CH2:33][C:34]([NH:1][C:2]1[N:7]=[N:6][C:5]([N:8]2[CH2:9][CH2:10][N:11]([C:14](=[O:15])[C:16]3[CH:21]=[CH:20][CH:19]=[CH:18][C:17]=3[C:22]([F:25])([F:24])[F:23])[CH2:12][CH2:13]2)=[CH:4][CH:3]=1)=[O:35])[C:27]1[CH:32]=[CH:31][CH:30]=[CH:29][CH:28]=1. The yield is 0.340. (10) The reactants are C[O:2][C:3](=[O:25])[C:4]1[CH:9]=[CH:8][C:7]([O:10][CH2:11][C:12]2[C:13]([C:18]3[CH:23]=[CH:22][C:21]([F:24])=[CH:20][CH:19]=3)=[N:14][O:15][C:16]=2[CH3:17])=[N:6][CH:5]=1.O.[OH-].[Li+]. The product is [F:24][C:21]1[CH:20]=[CH:19][C:18]([C:13]2[C:12]([CH2:11][O:10][C:7]3[CH:8]=[CH:9][C:4]([C:3]([OH:25])=[O:2])=[CH:5][N:6]=3)=[C:16]([CH3:17])[O:15][N:14]=2)=[CH:23][CH:22]=1. The yield is 0.780. The catalyst is C1COCC1.O.CO.Cl.